This data is from Catalyst prediction with 721,799 reactions and 888 catalyst types from USPTO. The task is: Predict which catalyst facilitates the given reaction. (1) Reactant: [H-].[H-].[H-].[H-].[Li+].[Al+3].[F:7][C:8]([C:11]1[CH:21]=[CH:20][C:14]([C:15](OCC)=[O:16])=[CH:13][CH:12]=1)([F:10])[CH3:9]. Product: [F:7][C:8]([C:11]1[CH:21]=[CH:20][C:14]([CH2:15][OH:16])=[CH:13][CH:12]=1)([F:10])[CH3:9]. The catalyst class is: 1. (2) Reactant: [N+:1]([C:4]1[C:5]([NH2:14])=[N:6][CH:7]=[C:8]([C:10]([F:13])([F:12])[F:11])[CH:9]=1)([O-])=O.C([O-])(O)=O.[Na+]. Product: [F:13][C:10]([F:11])([F:12])[C:8]1[CH:9]=[C:4]([NH2:1])[C:5]([NH2:14])=[N:6][CH:7]=1. The catalyst class is: 3. (3) Reactant: [CH3:1][C:2]1[NH:6][N:5]=[C:4]([C:7]2[O:11][N:10]=[C:9]([C:12]3[CH:17]=[CH:16][C:15]([O:18][C:19]([F:22])([F:21])[F:20])=[CH:14][CH:13]=3)[N:8]=2)[N:3]=1.C([O-])([O-])=O.[Cs+].[Cs+].[Cl:29][C:30]1[CH:35]=[C:34]([CH2:36]Cl)[CH:33]=[CH:32][N:31]=1. Product: [Cl:29][C:30]1[CH:35]=[C:34]([CH2:36][N:6]2[C:2]([CH3:1])=[N:3][C:4]([C:7]3[O:11][N:10]=[C:9]([C:12]4[CH:13]=[CH:14][C:15]([O:18][C:19]([F:22])([F:20])[F:21])=[CH:16][CH:17]=4)[N:8]=3)=[N:5]2)[CH:33]=[CH:32][N:31]=1. The catalyst class is: 3. (4) Reactant: CN1CCOCC1.CN(C(ON1N=NC2C=CC=CC1=2)=[N+](C)C)C.[B-](F)(F)(F)F.[CH2:30]([C:32]([S:38][CH2:39][CH2:40][CH2:41][CH2:42]/[CH:43]=[CH:44]\[CH2:45]/[CH:46]=[CH:47]\[CH2:48]/[CH:49]=[CH:50]\[CH2:51]/[CH:52]=[CH:53]\[CH2:54]/[CH:55]=[CH:56]\[CH2:57][CH3:58])([CH2:36][CH3:37])[C:33]([OH:35])=O)[CH3:31].[CH3:59][O:60][C:61](=[O:70])[C:62]1[C:63](=[CH:65][CH:66]=[C:67]([NH2:69])[CH:68]=1)[OH:64]. Product: [CH2:36]([C:32]([S:38][CH2:39][CH2:40][CH2:41][CH2:42]/[CH:43]=[CH:44]\[CH2:45]/[CH:46]=[CH:47]\[CH2:48]/[CH:49]=[CH:50]\[CH2:51]/[CH:52]=[CH:53]\[CH2:54]/[CH:55]=[CH:56]\[CH2:57][CH3:58])([CH2:30][CH3:31])[C:33]([NH:69][C:67]1[CH:66]=[CH:65][C:63]([OH:64])=[C:62]([CH:68]=1)[C:61]([O:60][CH3:59])=[O:70])=[O:35])[CH3:37]. The catalyst class is: 2. (5) The catalyst class is: 25. Reactant: [N+:1]([O-:4])(O)=[O:2].[CH3:5][O:6][C:7]1[CH:8]=[CH:9][C:10]([CH3:14])=[N+:11]([O-:13])[CH:12]=1.[OH-].[Na+]. Product: [CH3:5][O:6][C:7]1[C:8]([N+:1]([O-:4])=[O:2])=[CH:9][C:10]([CH3:14])=[N+:11]([O-:13])[CH:12]=1. (6) Reactant: [CH3:1][O:2][C:3]1[CH:8]=[CH:7][C:6]([NH:9][C:10]([C:12]2[C:13](=[O:43])[NH:14][C@@:15]([C:29]3[CH:34]=[CH:33][C:32]([O:35][CH2:36][CH2:37][CH2:38][C:39]([F:42])([F:41])[F:40])=[CH:31][CH:30]=3)([C:25]([F:28])([F:27])[F:26])[CH2:16][C:17]=2[C:18]2[CH:23]=[CH:22][C:21]([CH3:24])=[CH:20][CH:19]=2)=[O:11])=[CH:5][CH:4]=1. Product: [CH3:1][O:2][C:3]1[CH:4]=[CH:5][C:6]([NH:9][C:10]([CH:12]2[CH:17]([C:18]3[CH:19]=[CH:20][C:21]([CH3:24])=[CH:22][CH:23]=3)[CH2:16][C:15]([C:29]3[CH:30]=[CH:31][C:32]([O:35][CH2:36][CH2:37][CH2:38][C:39]([F:42])([F:41])[F:40])=[CH:33][CH:34]=3)([C:25]([F:26])([F:27])[F:28])[NH:14][C:13]2=[O:43])=[O:11])=[CH:7][CH:8]=1. The catalyst class is: 19.